This data is from Full USPTO retrosynthesis dataset with 1.9M reactions from patents (1976-2016). The task is: Predict the reactants needed to synthesize the given product. (1) Given the product [CH3:34][C:5]([O:23][C:24]1[CH:29]=[CH:28][C:27]([C:30]([F:33])([F:31])[F:32])=[CH:26][CH:25]=1)([CH2:6][C:7]1[CH:8]=[CH:9][C:10]([O:13][CH2:14][CH2:15][CH:16]2[CH2:20][N:19]([CH2:39][C:40]3[CH:49]=[CH:48][C:47]4[C:42](=[CH:43][CH:44]=[CH:45][CH:46]=4)[CH:41]=3)[C:18](=[O:21])[N:17]2[CH3:22])=[CH:11][CH:12]=1)[C:4]([OH:3])=[O:35], predict the reactants needed to synthesize it. The reactants are: C([O:3][C:4](=[O:35])[C:5]([CH3:34])([O:23][C:24]1[CH:29]=[CH:28][C:27]([C:30]([F:33])([F:32])[F:31])=[CH:26][CH:25]=1)[CH2:6][C:7]1[CH:12]=[CH:11][C:10]([O:13][CH2:14][CH2:15][CH:16]2[CH2:20][NH:19][C:18](=[O:21])[N:17]2[CH3:22])=[CH:9][CH:8]=1)C.[H-].[Na+].Br[CH2:39][C:40]1[CH:49]=[CH:48][C:47]2[C:42](=[CH:43][CH:44]=[CH:45][CH:46]=2)[CH:41]=1. (2) Given the product [CH3:17][O:18][C:19](=[O:35])[CH2:20][CH2:21][CH2:22][C:23]#[C:24][CH2:25][N:26]1[C@@H:27](/[CH:33]=[CH:5]/[C:4](=[O:3])[CH2:12][CH2:13][CH2:14][CH2:15][CH3:16])[CH2:28][CH2:29][CH2:30][C:31]1=[O:32], predict the reactants needed to synthesize it. The reactants are: [H-].[Na+].[O:3]=[C:4]([CH2:12][CH2:13][CH2:14][CH2:15][CH3:16])[CH2:5]P(=O)(OC)OC.[CH3:17][O:18][C:19](=[O:35])[CH2:20][CH2:21][CH2:22][C:23]#[C:24][CH2:25][N:26]1[C:31](=[O:32])[CH2:30][CH2:29][CH2:28][C@@H:27]1[CH:33]=O. (3) Given the product [F:7][C:8]([F:15])([F:14])[CH2:9][S:10]([NH2:1])(=[O:12])=[O:11], predict the reactants needed to synthesize it. The reactants are: [NH3:1].C1COCC1.[F:7][C:8]([F:15])([F:14])[CH2:9][S:10](Cl)(=[O:12])=[O:11]. (4) Given the product [CH2:17]([C:16]1[C:7]([O:6][C:5]2[CH:37]=[CH:38][C:39]([F:41])=[CH:40][C:4]=2[CH:1]([OH:3])[CH3:2])=[N:8][C:9]2[C:14]([CH:15]=1)=[CH:13][C:12]([NH:24][C:25]([NH:27][C:28]1[CH:33]=[CH:32][CH:31]=[C:30]([N+:34]([O-:36])=[O:35])[CH:29]=1)=[O:26])=[CH:11][CH:10]=2)[C:18]1[CH:23]=[CH:22][CH:21]=[CH:20][CH:19]=1, predict the reactants needed to synthesize it. The reactants are: [C:1]([C:4]1[CH:40]=[C:39]([F:41])[CH:38]=[CH:37][C:5]=1[O:6][C:7]1[C:16]([CH2:17][C:18]2[CH:23]=[CH:22][CH:21]=[CH:20][CH:19]=2)=[CH:15][C:14]2[C:9](=[CH:10][CH:11]=[C:12]([NH:24][C:25]([NH:27][C:28]3[CH:33]=[CH:32][CH:31]=[C:30]([N+:34]([O-:36])=[O:35])[CH:29]=3)=[O:26])[CH:13]=2)[N:8]=1)(=[O:3])[CH3:2].[BH4-].[Na+]. (5) Given the product [C:28]([CH2:30][CH2:31][CH2:32][CH2:33][C:34]#[C:35][C:2]1[N:3]=[C:4]([NH2:20])[C:5]2[N:6]=[CH:7][N:8]([C:18]=2[N:19]=1)[C@@H:9]1[O:17][C@H:14]([CH2:15][OH:16])[C@@H:12]([OH:13])[C@H:10]1[OH:11])#[N:29], predict the reactants needed to synthesize it. The reactants are: I[C:2]1[N:3]=[C:4]([NH2:20])[C:5]2[N:6]=[CH:7][N:8]([C:18]=2[N:19]=1)[C@@H:9]1[O:17][C@H:14]([CH2:15][OH:16])[C@@H:12]([OH:13])[C@H:10]1[OH:11].C(NC(C)C)(C)C.[C:28]([CH2:30][CH2:31][CH2:32][CH2:33][C:34]#[CH:35])#[N:29]. (6) Given the product [CH3:1][N:2]1[C@H:7]2[CH2:8][CH2:9][CH:3]1[C:4](=[O:14])[CH2:5][CH2:6]2, predict the reactants needed to synthesize it. The reactants are: [CH3:1][N:2]1[C@H:7]2[CH2:8][CH2:9][CH:3]1[C:4](C(O)=O)=[CH:5][CH2:6]2.C([O-])([O-])=[O:14].[Na+].[Na+].C1(P(N=[N+]=[N-])(C2C=CC=CC=2)=O)C=CC=CC=1.